Dataset: Full USPTO retrosynthesis dataset with 1.9M reactions from patents (1976-2016). Task: Predict the reactants needed to synthesize the given product. (1) Given the product [Cl:10][C:4]1[CH:3]=[C:2]([B:16]([OH:21])[OH:17])[C:7]([O:8][CH3:9])=[CH:6][N:5]=1, predict the reactants needed to synthesize it. The reactants are: Br[C:2]1[C:7]([O:8][CH3:9])=[CH:6][N:5]=[C:4]([Cl:10])[CH:3]=1.C([Mg]Cl)(C)C.[B:16](OC(C)C)([O:21]C(C)C)[O:17]C(C)C. (2) Given the product [CH2:1]([O:8][CH2:9][C@@H:10]1[O:15][C:14]2[CH:16]=[C:17]([C:32]([N:34]3[C@H:43]([CH2:44][N:45]4[CH2:46][CH2:47][N:48]([CH3:51])[CH2:49][CH2:50]4)[CH2:42][C:41]4[C:36](=[CH:37][CH:38]=[CH:39][CH:40]=4)[CH2:35]3)=[O:33])[C:18]([N:20]3[C:28]4[C:23](=[CH:24][CH:25]=[CH:26][CH:27]=4)[C:22]([C:29]([N:70]([C:69]4[CH:68]=[CH:67][C:66]([O:65][Si:58]([C:61]([CH3:64])([CH3:63])[CH3:62])([CH3:60])[CH3:59])=[CH:78][CH:77]=4)[C:71]4[CH:76]=[CH:75][CH:74]=[CH:73][CH:72]=4)=[O:30])=[CH:21]3)=[CH:19][C:13]=2[O:12][CH2:11]1)[C:2]1[CH:3]=[CH:4][CH:5]=[CH:6][CH:7]=1, predict the reactants needed to synthesize it. The reactants are: [CH2:1]([O:8][CH2:9][C@@H:10]1[O:15][C:14]2[CH:16]=[C:17]([C:32]([N:34]3[C@H:43]([CH2:44][N:45]4[CH2:50][CH2:49][N:48]([CH3:51])[CH2:47][CH2:46]4)[CH2:42][C:41]4[C:36](=[CH:37][CH:38]=[CH:39][CH:40]=4)[CH2:35]3)=[O:33])[C:18]([N:20]3[C:28]4[C:23](=[CH:24][CH:25]=[CH:26][CH:27]=4)[C:22]([C:29](O)=[O:30])=[CH:21]3)=[CH:19][C:13]=2[O:12][CH2:11]1)[C:2]1[CH:7]=[CH:6][CH:5]=[CH:4][CH:3]=1.C(Cl)(=O)C(Cl)=O.[Si:58]([O:65][C:66]1[CH:78]=[CH:77][C:69]([NH:70][C:71]2[CH:76]=[CH:75][CH:74]=[CH:73][CH:72]=2)=[CH:68][CH:67]=1)([C:61]([CH3:64])([CH3:63])[CH3:62])([CH3:60])[CH3:59].N1C=CC=CC=1.[OH-].[Na+]. (3) Given the product [NH2:61][C:25](=[O:27])[CH2:24][C:19]1[CH:20]=[CH:21][CH:22]=[CH:23][C:18]=1[CH2:17][CH2:16][C:14]1[C:13]([C:29]([F:31])([F:32])[F:30])=[CH:12][N:11]=[C:10]([NH:9][C:8]2[CH:7]=[CH:6][C:5]([CH:33]3[CH2:38][CH2:37][N:36]([C:39]([O:41][CH2:50][CH2:49][CH2:54][CH3:53])=[O:40])[CH2:35][CH2:34]3)=[CH:4][C:3]=2[O:2][CH3:1])[N:15]=1, predict the reactants needed to synthesize it. The reactants are: [CH3:1][O:2][C:3]1[CH:4]=[C:5]([CH:33]2[CH2:38][CH2:37][N:36]([C:39]([O:41]C(C)(C)C)=[O:40])[CH2:35][CH2:34]2)[CH:6]=[CH:7][C:8]=1[NH:9][C:10]1[N:15]=[C:14]([CH2:16][CH2:17][C:18]2[CH:23]=[CH:22][CH:21]=[CH:20][C:19]=2[CH2:24][C:25]([O:27]C)=O)[C:13]([C:29]([F:32])([F:31])[F:30])=[CH:12][N:11]=1.O.[OH-].[Li+].[CH:49]1[CH:50]=CC2N(O)N=N[C:53]=2[CH:54]=1.CC[N:61]=C=NCCCN(C)C.Cl.Cl.CCN(C(C)C)C(C)C.C(=O)([O-])[O-].[NH4+].[NH4+].C(=O)(O)[O-].[Na+]. (4) Given the product [NH2:47][C:46]([NH:1][CH2:2][C:3]1[CH:4]=[CH:5][C:6]([NH:13][C:14]2[CH:19]=[C:18]([C:20]([F:23])([F:21])[F:22])[CH:17]=[CH:16][C:15]=2[NH:24][C:25]2[CH:30]=[CH:29][CH:28]=[CH:27][C:26]=2[C:31]([O:33][CH3:34])=[O:32])=[C:7]([CH:12]=1)[C:8]([O:10][CH3:11])=[O:9])=[NH:42], predict the reactants needed to synthesize it. The reactants are: [NH2:1][CH2:2][C:3]1[CH:4]=[CH:5][C:6]([NH:13][C:14]2[CH:19]=[C:18]([C:20]([F:23])([F:22])[F:21])[CH:17]=[CH:16][C:15]=2[NH:24][C:25]2[CH:30]=[CH:29][CH:28]=[CH:27][C:26]=2[C:31]([O:33][CH3:34])=[O:32])=[C:7]([CH:12]=1)[C:8]([O:10][CH3:11])=[O:9].[N+]([O-])([O-])=O.CC1C=C(C)[N:42]([C:46](=N)[NH3+:47])N=1.C(N(CC)CC)C. (5) Given the product [CH2:1]([NH:5][C:6]([CH:8]1[C:16]([CH3:24])([CH3:17])[C:15]2[C:10](=[CH:11][CH:12]=[CH:13][CH:14]=2)[N:9]1[C:18](=[O:23])[C@@H:19]([NH2:22])[CH2:20][CH3:21])=[O:7])[CH2:2][CH2:3][CH3:4], predict the reactants needed to synthesize it. The reactants are: [CH2:1]([NH:5][C:6]([C@@H:8]1[C@H:16]([CH3:17])[C:15]2[C:10](=[CH:11][CH:12]=[CH:13][CH:14]=2)[N:9]1[C:18](=[O:23])[C@@H:19]([NH2:22])[CH2:20][CH3:21])=[O:7])[CH2:2][CH2:3][CH3:4].[CH2:24](NC([C@H]1[C@@H](C)C2C(=CC=CC=2)N1C(=O)[C@@H](N)CC)=O)CCC. (6) Given the product [Cl:1][C:2]1[N:10]=[CH:9][N:8]=[C:7]2[C:3]=1[N:4]=[CH:5][N:6]2[C@@H:11]1[O:21][C@H:20]([CH2:19][OH:18])[C@@H:13]([OH:14])[C@@H:12]1[O:34][CH3:35], predict the reactants needed to synthesize it. The reactants are: [Cl:1][C:2]1[N:10]=[CH:9][N:8]=[C:7]2[C:3]=1[N:4]=[CH:5][N:6]2[C@@H:11]1[O:21][C@H:20]2[C@@H:13]([O:14][Si](C(C)C)(C(C)C)O[Si](C(C)C)(C(C)C)[O:18][CH2:19]2)[C@@H:12]1[O:34][CH3:35]. (7) Given the product [CH3:1][O:2][C:3](=[O:45])[C:4]1[CH:9]=[CH:8][C:7]([O:10][CH:11]([C:39]2[CH:40]=[CH:41][CH:42]=[CH:43][CH:44]=2)[CH2:12][O:13][C:14]2[CH:19]=[CH:18][C:17]([C:20]([OH:29])([C:21]([F:22])([F:23])[F:24])[C:25]([F:27])([F:28])[F:26])=[CH:16][CH:15]=2)=[CH:6][CH:5]=1, predict the reactants needed to synthesize it. The reactants are: [CH3:1][O:2][C:3](=[O:45])[C:4]1[CH:9]=[CH:8][C:7]([O:10][CH:11]([C:39]2[CH:44]=[CH:43][CH:42]=[CH:41][CH:40]=2)[CH2:12][O:13][C:14]2[CH:19]=[CH:18][C:17]([C:20]([O:29]CC3C=CC(OC)=CC=3)([C:25]([F:28])([F:27])[F:26])[C:21]([F:24])([F:23])[F:22])=[CH:16][CH:15]=2)=[CH:6][CH:5]=1.C(#N)C.O.OS([O-])(=O)=O.[K+].